This data is from Catalyst prediction with 721,799 reactions and 888 catalyst types from USPTO. The task is: Predict which catalyst facilitates the given reaction. (1) Reactant: [F:1][C:2]1[CH:3]=[CH:4][C:5]([N:8]([C:10]([N:12]2[C@H:17]([CH3:18])[CH2:16][CH2:15][CH2:14][C@@H:13]2[CH3:19])=O)N)=[N:6][CH:7]=1.C1(P(C2C=CC=CC=2)C2C=CC=CC=2)C=CC=CC=1.CC[N:41](CC)CC.ClC(Cl)(Cl)C(Cl)(Cl)Cl. Product: [CH3:19][C@H:13]1[CH2:14][CH2:15][CH2:16][C@@H:17]([CH3:18])[N:12]1[C:10]1[N:8]2[CH:7]=[C:2]([F:1])[CH:3]=[CH:4][C:5]2=[N:6][N:41]=1. The catalyst class is: 1. (2) Reactant: C([Li])CCC.Br[C:7]1[CH:8]=[CH:9][C:10]([O:17][CH2:18][C:19]([CH3:22])([CH3:21])[CH3:20])=[C:11]([C:13]([F:16])([F:15])[F:14])[CH:12]=1.[B:23](OC(C)C)([O:28]C(C)C)[O:24]C(C)C.Cl. Product: [CH3:20][C:19]([CH3:22])([CH3:21])[CH2:18][O:17][C:10]1[CH:9]=[CH:8][C:7]([B:23]([OH:28])[OH:24])=[CH:12][C:11]=1[C:13]([F:16])([F:15])[F:14]. The catalyst class is: 20. (3) Reactant: [C:1]([C:4]1[C:12]2[C:7](=[CH:8][N:9]=[CH:10][CH:11]=2)[N:6]([CH2:13][C:14]([N:16]2[C@H:21]([C:22](=[O:34])[NH:23][C@@H:24]3[CH2:26][C@H:25]3[C:27]3[CH:32]=[CH:31][CH:30]=[CH:29][C:28]=3[Cl:33])[CH2:20][C@:19]3([CH2:35][O:36]C(=O)CN4C5=CN=CC=C5C(C(=O)C)=N4)[C@H:17]2[CH2:18]3)=[O:15])[N:5]=1)(=[O:3])[CH3:2].O[Li].O.O. Product: [Cl:33][C:28]1[CH:29]=[CH:30][CH:31]=[CH:32][C:27]=1[C@@H:25]1[CH2:26][C@H:24]1[NH:23][C:22]([C@@H:21]1[CH2:20][C@:19]2([CH2:35][OH:36])[C@@H:17]([CH2:18]2)[N:16]1[C:14](=[O:15])[CH2:13][N:6]1[C:7]2=[CH:8][N:9]=[CH:10][CH:11]=[C:12]2[C:4]([C:1](=[O:3])[CH3:2])=[N:5]1)=[O:34]. The catalyst class is: 1. (4) Product: [CH:3]1([C:6]2[C:11]([C:12]3[CH:17]=[CH:16][C:15]([F:18])=[CH:14][C:13]=3[F:19])=[C:10]([F:20])[C:9]([O:21][CH3:22])=[C:8]([CH2:23][N:24]3[CH2:27][C:26]4([CH2:31][C:30]([N:32]5[CH2:33][CH2:34][C:35]([CH3:43])([C:38]([OH:40])=[O:39])[CH2:36][CH2:37]5)=[N:29][O:28]4)[CH2:25]3)[CH:7]=2)[CH2:5][CH2:4]1. The catalyst class is: 8. Reactant: [OH-].[Na+].[CH:3]1([C:6]2[C:11]([C:12]3[CH:17]=[CH:16][C:15]([F:18])=[CH:14][C:13]=3[F:19])=[C:10]([F:20])[C:9]([O:21][CH3:22])=[C:8]([CH2:23][N:24]3[CH2:27][C:26]4([CH2:31][C:30]([N:32]5[CH2:37][CH2:36][C:35]([CH3:43])([C:38]([O:40]CC)=[O:39])[CH2:34][CH2:33]5)=[N:29][O:28]4)[CH2:25]3)[CH:7]=2)[CH2:5][CH2:4]1. (5) Reactant: [C:1]([C:5]1[CH:6]=[N:7][N:8]([C:10]2[N:15]=[CH:14][C:13]([NH:16][CH:17]([C:21]3[CH:35]=[CH:34][C:24]([C:25]([NH:27][CH2:28][CH2:29][C:30]([O:32]C)=[O:31])=[O:26])=[CH:23][CH:22]=3)[CH2:18][CH2:19][CH3:20])=[CH:12][CH:11]=2)[CH:9]=1)([CH3:4])([CH3:3])[CH3:2].[CH3:36][C:37]1([CH3:72])[CH2:40][CH:39]([CH:41]([NH:56][C:57]2[CH:58]=[N:59][C:60]([N:63]3[CH:67]=[C:66]([C:68]([F:71])([F:70])[F:69])[N:65]=[CH:64]3)=[CH:61][CH:62]=2)[C:42]2[CH:55]=[CH:54][C:45]([C:46]([NH:48][CH2:49][CH2:50][C:51]([OH:53])=[O:52])=[O:47])=[CH:44][CH:43]=2)[CH2:38]1.[Li].Cl. Product: [C:1]([C:5]1[CH:6]=[N:7][N:8]([C:10]2[N:15]=[CH:14][C:13]([NH:16][CH:17]([C:21]3[CH:22]=[CH:23][C:24]([C:25]([NH:27][CH2:28][CH2:29][C:30]([OH:32])=[O:31])=[O:26])=[CH:34][CH:35]=3)[CH2:18][CH2:19][CH3:20])=[CH:12][CH:11]=2)[CH:9]=1)([CH3:2])([CH3:3])[CH3:4].[CH3:36][C:37]1([CH3:72])[CH2:40][CH:39]([CH:41]([NH:56][C:57]2[CH:58]=[N:59][C:60]([N:63]3[CH:67]=[C:66]([C:68]([F:71])([F:69])[F:70])[N:65]=[CH:64]3)=[CH:61][CH:62]=2)[C:42]2[CH:43]=[CH:44][C:45]([C:46]([NH:48][CH2:49][CH2:50][C:51]([OH:53])=[O:52])=[O:47])=[CH:54][CH:55]=2)[CH2:38]1. The catalyst class is: 1.